This data is from Full USPTO retrosynthesis dataset with 1.9M reactions from patents (1976-2016). The task is: Predict the reactants needed to synthesize the given product. (1) The reactants are: [CH3:1][N:2]1[CH:6]=[C:5]([N+:7]([O-:9])=[O:8])[C:4]([C:10]([OH:12])=O)=[N:3]1.C1N=[CH:16][N:15](C(N2C=NC=C2)=O)[CH:14]=1.CNC. Given the product [CH3:14][N:15]([CH3:16])[C:10]([C:4]1[C:5]([N+:7]([O-:9])=[O:8])=[CH:6][N:2]([CH3:1])[N:3]=1)=[O:12], predict the reactants needed to synthesize it. (2) Given the product [F:24][C:12]([F:11])([F:23])[C:13]1[C:21]2[O:20][CH2:19][C@H:18]([OH:22])[C:17]=2[CH:16]=[CH:15][CH:14]=1, predict the reactants needed to synthesize it. The reactants are: C(O)=O.C(N(CC)CC)C.[F:11][C:12]([F:24])([F:23])[C:13]1[C:21]2[O:20][CH2:19][C:18](=[O:22])[C:17]=2[CH:16]=[CH:15][CH:14]=1. (3) Given the product [Cl:10][C:11]1[CH:19]=[C:18]([CH2:20][OH:21])[CH:17]=[C:16]([Cl:22])[C:12]=1[C:13]([N:1]1[C:9]2[CH:8]=[CH:7][N:6]=[CH:5][C:4]=2[CH:3]=[CH:2]1)=[O:14], predict the reactants needed to synthesize it. The reactants are: [NH:1]1[C:9]2[CH:8]=[CH:7][N:6]=[CH:5][C:4]=2[CH:3]=[CH:2]1.[Cl:10][C:11]1[CH:19]=[C:18]([CH2:20][OH:21])[CH:17]=[C:16]([Cl:22])[C:12]=1[C:13](O)=[O:14]. (4) Given the product [Cl:1][C:2]1[CH:7]=[CH:6][C:5]([C:8]2[CH:13]=[C:12]([C:14]([F:17])([F:16])[F:15])[N:11]3[N:18]=[CH:19][C:20]([C:28]#[C:27][Si:24]([CH3:26])([CH3:25])[CH3:23])=[C:10]3[N:9]=2)=[CH:4][C:3]=1[CH3:22], predict the reactants needed to synthesize it. The reactants are: [Cl:1][C:2]1[CH:7]=[CH:6][C:5]([C:8]2[CH:13]=[C:12]([C:14]([F:17])([F:16])[F:15])[N:11]3[N:18]=[CH:19][C:20](I)=[C:10]3[N:9]=2)=[CH:4][C:3]=1[CH3:22].[CH3:23][Si:24]([C:27]#[CH:28])([CH3:26])[CH3:25].C(N(CC)CC)C. (5) Given the product [C:13](=[O:27])([O:14][CH2:1][CH2:2][CH3:3])[O:15][C:16]1[CH:21]=[CH:20][C:19]([N+:22]([O-:24])=[O:23])=[CH:18][CH:17]=1, predict the reactants needed to synthesize it. The reactants are: [CH2:1](O)[CH2:2][CH3:3].C(N(CC)CC)C.Cl[C:13]([O:15][C:16]1[CH:21]=[CH:20][C:19]([N+:22]([O-:24])=[O:23])=[CH:18][CH:17]=1)=[O:14].C(OCC)(=[O:27])C. (6) The reactants are: [CH3:1][N:2]1[CH:6]=[C:5]([C:7]([OH:9])=[O:8])[N:4]=[CH:3]1.[I-].[Cs+].C(=O)([O-])[O-].[Cs+].[Cs+].[NH2:18][C:19](=[O:63])[C:20]([CH3:62])([CH3:61])[CH2:21][NH:22][C:23]([C@H:25]([CH:58]([CH3:60])[CH3:59])[CH2:26][C@@H:27]1[O:31][CH2:30][N:29]([C:32]([O:34][CH:35](Cl)[CH3:36])=[O:33])[C@H:28]1[CH2:38][C@H:39]([CH2:43][C:44]1[CH:49]=[CH:48][C:47]([O:50][CH3:51])=[C:46]([O:52][CH2:53][CH2:54][CH2:55][O:56][CH3:57])[CH:45]=1)[CH:40]([CH3:42])[CH3:41])=[O:24]. Given the product [NH2:18][C:19](=[O:63])[C:20]([CH3:62])([CH3:61])[CH2:21][NH:22][C:23]([C@H:25]([CH:58]([CH3:60])[CH3:59])[CH2:26][C@@H:27]1[O:31][CH2:30][N:29]([C:32]([O:34][CH:35]([O:8][C:7]([C:5]2[N:4]=[CH:3][N:2]([CH3:1])[CH:6]=2)=[O:9])[CH3:36])=[O:33])[C@H:28]1[CH2:38][C@H:39]([CH2:43][C:44]1[CH:49]=[CH:48][C:47]([O:50][CH3:51])=[C:46]([O:52][CH2:53][CH2:54][CH2:55][O:56][CH3:57])[CH:45]=1)[CH:40]([CH3:42])[CH3:41])=[O:24], predict the reactants needed to synthesize it.